The task is: Regression. Given two drug SMILES strings and cell line genomic features, predict the synergy score measuring deviation from expected non-interaction effect.. This data is from NCI-60 drug combinations with 297,098 pairs across 59 cell lines. (1) Drug 1: C1=C(C(=O)NC(=O)N1)F. Drug 2: CC(C)(C#N)C1=CC(=CC(=C1)CN2C=NC=N2)C(C)(C)C#N. Cell line: RPMI-8226. Synergy scores: CSS=65.1, Synergy_ZIP=-10.3, Synergy_Bliss=-24.7, Synergy_Loewe=-25.7, Synergy_HSA=-25.5. (2) Drug 1: CC(CN1CC(=O)NC(=O)C1)N2CC(=O)NC(=O)C2. Drug 2: CCN(CC)CCNC(=O)C1=C(NC(=C1C)C=C2C3=C(C=CC(=C3)F)NC2=O)C. Cell line: DU-145. Synergy scores: CSS=13.2, Synergy_ZIP=-3.50, Synergy_Bliss=3.26, Synergy_Loewe=1.74, Synergy_HSA=1.52. (3) Drug 1: CC1C(C(CC(O1)OC2CC(CC3=C2C(=C4C(=C3O)C(=O)C5=C(C4=O)C(=CC=C5)OC)O)(C(=O)CO)O)N)O.Cl. Drug 2: COCCOC1=C(C=C2C(=C1)C(=NC=N2)NC3=CC=CC(=C3)C#C)OCCOC.Cl. Cell line: UACC-257. Synergy scores: CSS=-1.38, Synergy_ZIP=0.162, Synergy_Bliss=-1.82, Synergy_Loewe=-1.42, Synergy_HSA=-2.49. (4) Drug 1: CCCCCOC(=O)NC1=NC(=O)N(C=C1F)C2C(C(C(O2)C)O)O. Drug 2: CC1=C2C(C(=O)C3(C(CC4C(C3C(C(C2(C)C)(CC1OC(=O)C(C(C5=CC=CC=C5)NC(=O)C6=CC=CC=C6)O)O)OC(=O)C7=CC=CC=C7)(CO4)OC(=O)C)O)C)OC(=O)C. Cell line: TK-10. Synergy scores: CSS=0.353, Synergy_ZIP=-0.172, Synergy_Bliss=0.204, Synergy_Loewe=-12.8, Synergy_HSA=-6.03. (5) Cell line: HL-60(TB). Synergy scores: CSS=67.2, Synergy_ZIP=6.11, Synergy_Bliss=6.24, Synergy_Loewe=4.57, Synergy_HSA=9.40. Drug 1: CC1C(C(CC(O1)OC2CC(CC3=C2C(=C4C(=C3O)C(=O)C5=C(C4=O)C(=CC=C5)OC)O)(C(=O)CO)O)N)O.Cl. Drug 2: CC1=C(C(=O)C2=C(C1=O)N3CC4C(C3(C2COC(=O)N)OC)N4)N. (6) Drug 1: CCC(=C(C1=CC=CC=C1)C2=CC=C(C=C2)OCCN(C)C)C3=CC=CC=C3.C(C(=O)O)C(CC(=O)O)(C(=O)O)O. Drug 2: CC1C(C(CC(O1)OC2CC(CC3=C2C(=C4C(=C3O)C(=O)C5=CC=CC=C5C4=O)O)(C(=O)C)O)N)O. Cell line: HOP-62. Synergy scores: CSS=45.2, Synergy_ZIP=0.732, Synergy_Bliss=1.21, Synergy_Loewe=-8.73, Synergy_HSA=2.04.